This data is from Experimentally validated miRNA-target interactions with 360,000+ pairs, plus equal number of negative samples. The task is: Binary Classification. Given a miRNA mature sequence and a target amino acid sequence, predict their likelihood of interaction. (1) The miRNA is hsa-miR-5589-3p with sequence UGCACAUGGCAACCUAGCUCCCA. The protein sequence of the target gene is MLTMSVTLSPLRSQDLDPMATDASPMAINMTPTVEQGEGEEAMKDMDSDQQYEKPPPLHTGADWKIVLHLPEIETWLRMTSERVRDLTYSVQQDSDSKHVDVHLVQLKDICEDISDHVEQIHALLETEFSLKLLSYSVNVIVDIHAVQLLWHQLRVSVLVLRERILQGLQDANGNYTRQTDILQAFSEETKEGRLDSLTEVDDSGQLTIKCSQNYLSLDCGITAFELSDYSPSEDLLSGLGDMTSSQVKTKPFDSWSYSEMEKEFPELIRSVGLLTVAADSISTNGSEAVTEEVSQVSLS.... Result: 0 (no interaction). (2) The miRNA is hsa-miR-4779 with sequence UAGGAGGGAAUAGUAAAAGCAG. The protein sequence of the target gene is MMLRLLSSLLLVAVASGYGPPSSRPSSRVVNGEDAVPYSWPWQVSLQYEKSGSFYHTCGGSLIAPDWVVTAGHCISSSRTYQVVLGEYDRAVKEGPEQVIPINSGDLFVHPLWNRSCVACGNDIALIKLSRSAQLGDAVQLASLPPAGDILPNETPCYITGWGRLYTNGPLPDKLQEALLPVVDYEHCSRWNWWGSSVKKTMVCAGGDIRSGCNGDSGGPLNCPTEDGGWQVHGVTSFVSAFGCNTRRKPTVFTRVSAFIDWIEETIASH. Result: 0 (no interaction). (3) The miRNA is mmu-miR-1958 with sequence UAGGAAAGUGGAAGCAGUAAGU. The protein sequence of the target gene is MPDYLGADQRKTKEDEKDDKPIRALDEGDIALLKTYGQSTYSRQIKQVEDDIQQLLKKINELTGIKESDTGLAPPALWDLAADKQTLQSEQPLQVARCTKIINADSEDPKYIINVKQFAKFVVDLSDQVAPTDIEEGMRVGVDRNKYQIHIPLPPKIDPTVTMMQVEEKPDVTYSDVGGCKEQIEKLREVVETPLLHPERFVNLGIEPPKGVLLFGPPGTGKTLCARAVANRTDACFIRVIGSELVQKYVGEGARMVRELFEMARTKKACLIFFDEIDAIGGARFDDGAGGDNEVQRTML.... Result: 0 (no interaction). (4) The miRNA is hsa-miR-6753-3p with sequence UGGUCUGUCUCUGCCCUGGCAC. The protein sequence of the target gene is MLSRVVLSAAATAAPSLKNAAFLGPGVLQATRTFHTGQPHLVPVPPLPEYGGKVRYGLIPEEFFQFLYPKTGVTGPYVLGTGLILYALSKEIYVISAETFTALSVLGVMVYGIKKYGPFVADFADKLNEQKLAQLEEAKQASIQHIQNAIDTEKSQQALVQKRHYLFDVQRNNIAMALEVTYRERLYRVYKEVKNRLDYHISVQNMMRRKEQEHMINWVEKHVVQSISTQQEKETIAKCIADLKLLAKKAQAQPVM. Result: 1 (interaction).